Dataset: Full USPTO retrosynthesis dataset with 1.9M reactions from patents (1976-2016). Task: Predict the reactants needed to synthesize the given product. (1) Given the product [C:13]([C:10]1[CH:11]=[CH:12][C:7]([N:6]2[C:5]3[CH:15]=[CH:16][CH:17]=[CH:18][C:4]=3[N:3]=[C:2]2[NH:19][CH2:20][CH2:21][CH2:22][N:23]2[CH2:28][CH2:27][CH:26]([C:29]3[CH:30]=[C:31]([NH:35][C:36](=[O:38])[CH3:37])[CH:32]=[CH:33][CH:34]=3)[CH2:25][CH2:24]2)=[CH:8][CH:9]=1)#[N:14], predict the reactants needed to synthesize it. The reactants are: Cl[C:2]1[N:6]([C:7]2[CH:12]=[CH:11][C:10]([C:13]#[N:14])=[CH:9][CH:8]=2)[C:5]2[CH:15]=[CH:16][CH:17]=[CH:18][C:4]=2[N:3]=1.[NH2:19][CH2:20][CH2:21][CH2:22][N:23]1[CH2:28][CH2:27][CH:26]([C:29]2[CH:30]=[C:31]([NH:35][C:36](=[O:38])[CH3:37])[CH:32]=[CH:33][CH:34]=2)[CH2:25][CH2:24]1. (2) The reactants are: C[O:2][C:3]([C:5]1[CH:24]=[CH:23][C:8]2[N:9]([CH:18]([CH2:21][CH3:22])[CH2:19][CH3:20])[C:10]([CH2:12][CH:13]3[CH2:17][CH2:16][CH2:15][CH2:14]3)=[N:11][C:7]=2[CH:6]=1)=[O:4].[OH-].[Na+]. Given the product [CH:13]1([CH2:12][C:10]2[N:9]([CH:18]([CH2:19][CH3:20])[CH2:21][CH3:22])[C:8]3[CH:23]=[CH:24][C:5]([C:3]([OH:4])=[O:2])=[CH:6][C:7]=3[N:11]=2)[CH2:17][CH2:16][CH2:15][CH2:14]1, predict the reactants needed to synthesize it. (3) Given the product [CH3:25][O:26][CH:27]([O:30][CH3:31])[C:28]1[N:22]([CH2:21][C:20]2[CH:23]=[CH:24][C:17]([O:16][CH3:15])=[CH:18][CH:19]=2)[CH:3]=[N:4][C:5]=1[C:9]1[CH:14]=[CH:13][CH:12]=[CH:11][CH:10]=1, predict the reactants needed to synthesize it. The reactants are: CN1C(CO)=[C:5]([C:9]2[CH:14]=[CH:13][CH:12]=[CH:11][CH:10]=2)[N:4]=[CH:3]1.[CH3:15][O:16][C:17]1[CH:24]=[CH:23][C:20]([CH2:21][NH2:22])=[CH:19][CH:18]=1.[CH3:25][O:26][CH:27]([O:30][CH3:31])[CH:28]=O. (4) Given the product [CH3:1][O:2][C:3]([CH:5]1[CH2:9][N:8]([CH2:10][C:42]([F:45])([F:44])[F:43])[CH2:7][N:6]1[C:17](=[O:27])[CH:18]([NH:22][C:23]([O:25][CH3:26])=[O:24])[CH:19]([CH3:21])[CH3:20])=[O:4], predict the reactants needed to synthesize it. The reactants are: [CH3:1][O:2][C:3]([CH:5]1[CH2:9][N:8]([C:10](OC(C)(C)C)=O)[CH2:7][N:6]1[C:17](=[O:27])[CH:18]([NH:22][C:23]([O:25][CH3:26])=[O:24])[CH:19]([CH3:21])[CH3:20])=[O:4].Cl.C(N(C(C)C)CC)(C)C.O(C[C:42]([F:45])([F:44])[F:43])S([C:42]([F:45])([F:44])[F:43])(=O)=O. (5) Given the product [CH3:19][CH:18]([N:2]1[N:3]=[C:4]([C:6]([O:8][CH2:9][CH3:10])=[O:7])[CH:5]=[N:1]1)[CH3:20], predict the reactants needed to synthesize it. The reactants are: [N:1]1[NH:2][N:3]=[C:4]([C:6]([O:8][CH2:9][CH3:10])=[O:7])[CH:5]=1.C(=O)([O-])[O-].[K+].[K+].I[CH:18]([CH3:20])[CH3:19]. (6) The reactants are: Cl.[F:2][C:3]1[C:8]([NH:9][C:10]2[C:15]([C:16]3[N:24]=[CH:23][N:22]=[C:21]4[C:17]=3[N:18]=[CH:19][N:20]4C3CCCCO3)=[CH:14][CH:13]=[CH:12][N:11]=2)=[C:7]([F:31])[CH:6]=[CH:5][C:4]=1[NH:32][S:33]([C:36]1[CH:37]=[CH:38][CH:39]=[C:40]2[C:44]=1[N:43]([CH3:45])[CH:42]=[CH:41]2)(=[O:35])=[O:34]. Given the product [N:24]1[C:16]([C:15]2[C:10]([NH:9][C:8]3[C:3]([F:2])=[C:4]([NH:32][S:33]([C:36]4[CH:37]=[CH:38][CH:39]=[C:40]5[C:44]=4[N:43]([CH3:45])[CH:42]=[CH:41]5)(=[O:34])=[O:35])[CH:5]=[CH:6][C:7]=3[F:31])=[N:11][CH:12]=[CH:13][CH:14]=2)=[C:17]2[C:21]([NH:20][CH:19]=[N:18]2)=[N:22][CH:23]=1, predict the reactants needed to synthesize it.